Dataset: Full USPTO retrosynthesis dataset with 1.9M reactions from patents (1976-2016). Task: Predict the reactants needed to synthesize the given product. (1) Given the product [Cl:1][C:2]1[C:30]([O:31][CH3:32])=[CH:29][C:5]([NH:6][C:7]2[C:16]3[C:11](=[CH:12][C:13]4[CH:20]=[C:19]([O:21][CH2:22][CH2:23][N:72]5[CH2:77][CH2:76][O:75][CH2:74][CH2:73]5)[C:18]([O:25][CH3:26])=[CH:17][C:14]=4[CH:15]=3)[N:10]=[CH:9][C:8]=2[C:27]#[N:28])=[C:4]([CH3:33])[CH:3]=1.[Cl:34][C:35]1[C:63]([O:64][CH3:65])=[CH:62][C:38]([NH:39][C:40]2[C:49]3[C:44](=[CH:45][C:46]4[CH:53]=[C:52]([O:54][CH3:55])[C:51]([O:56][CH2:57][CH2:58][N:72]5[CH2:77][CH2:76][O:75][CH2:74][CH2:73]5)=[CH:50][C:47]=4[CH:48]=3)[N:43]=[CH:42][C:41]=2[C:60]#[N:61])=[C:37]([CH3:66])[CH:36]=1, predict the reactants needed to synthesize it. The reactants are: [Cl:1][C:2]1[C:30]([O:31][CH3:32])=[CH:29][C:5]([NH:6][C:7]2[C:16]3[C:11](=[CH:12][C:13]4[CH:20]=[C:19]([O:21][CH2:22][CH2:23]Cl)[C:18]([O:25][CH3:26])=[CH:17][C:14]=4[CH:15]=3)[N:10]=[CH:9][C:8]=2[C:27]#[N:28])=[C:4]([CH3:33])[CH:3]=1.[Cl:34][C:35]1[C:63]([O:64][CH3:65])=[CH:62][C:38]([NH:39][C:40]2[C:49]3[C:44](=[CH:45][C:46]4[CH:53]=[C:52]([O:54][CH3:55])[C:51]([O:56][CH2:57][CH2:58]Cl)=[CH:50][C:47]=4[CH:48]=3)[N:43]=[CH:42][C:41]=2[C:60]#[N:61])=[C:37]([CH3:66])[CH:36]=1.C([O-])(=O)C.[Na+].[NH:72]1[CH2:77][CH2:76][O:75][CH2:74][CH2:73]1. (2) The reactants are: [Br:1][C:2]1[CH:10]=[CH:9][CH:8]=[C:7]2[C:3]=1[CH:4]=[CH:5][N:6]2[C@@H:11]1[O:28][C@H:27]([CH2:29][O:30]C(=O)C)[C@@H:22]([O:23]C(=O)C)[C@H:17]([O:18]C(=O)C)[C@H:12]1[O:13]C(=O)C.[Br:34][C:35]1[CH:43]=[CH:42][C:38]([C:39](Cl)=O)=[CH:37][CH:36]=1. Given the product [Br:1][C:2]1[CH:10]=[CH:9][CH:8]=[C:7]2[C:3]=1[C:4]([CH2:39][C:38]1[CH:42]=[CH:43][C:35]([Br:34])=[CH:36][CH:37]=1)=[CH:5][N:6]2[C@@H:11]1[O:28][C@H:27]([CH2:29][OH:30])[C@@H:22]([OH:23])[C@H:17]([OH:18])[C@H:12]1[OH:13], predict the reactants needed to synthesize it.